From a dataset of Catalyst prediction with 721,799 reactions and 888 catalyst types from USPTO. Predict which catalyst facilitates the given reaction. Reactant: C[O:2][C:3](=[O:32])[CH2:4][O:5][C:6]1[CH:14]=[CH:13][C:12]([S:15][CH2:16][C:17]2[O:21][N:20]=[C:19]([C:22]3[CH:27]=[CH:26][C:25]([C:28]([F:31])([F:30])[F:29])=[CH:24][CH:23]=3)[CH:18]=2)=[C:11]2[C:7]=1[CH2:8][CH2:9][CH2:10]2.C(O)(C(F)(F)F)=O.[K+].[Br-]. Product: [F:31][C:28]([F:29])([F:30])[C:25]1[CH:26]=[CH:27][C:22]([C:19]2[CH:18]=[C:17]([CH2:16][S:15][C:12]3[CH:13]=[CH:14][C:6]([O:5][CH2:4][C:3]([OH:32])=[O:2])=[C:7]4[C:11]=3[CH2:10][CH2:9][CH2:8]4)[O:21][N:20]=2)=[CH:23][CH:24]=1. The catalyst class is: 47.